This data is from Catalyst prediction with 721,799 reactions and 888 catalyst types from USPTO. The task is: Predict which catalyst facilitates the given reaction. (1) Reactant: [CH3:1][C:2]1([CH3:22])[C:10]2=[CH:11][C:12]3[NH:13][C:14]4[C:19]([C:20]=3[CH:21]=[C:9]2[C:8]2[C:3]1=[CH:4][CH:5]=[CH:6][CH:7]=2)=[CH:18][CH:17]=[CH:16][CH:15]=4.Br[C:24]1[CH:25]=[CH:26][C:27]2[N:28]([C:37]3[CH:38]=[C:39]([C:49]4[CH:54]=[CH:53][CH:52]=[CH:51][CH:50]=4)[CH:40]=[C:41]([C:43]4[CH:48]=[CH:47][CH:46]=[CH:45][CH:44]=4)[CH:42]=3)[C:29]3[C:34]([C:35]=2[CH:36]=1)=[CH:33][CH:32]=[CH:31][CH:30]=3.P([O-])([O-])([O-])=O.[K+].[K+].[K+].ClCCl. Product: [CH3:1][C:2]1([CH3:22])[C:10]2=[CH:11][C:12]3[N:13]([C:32]4[CH:31]=[CH:30][C:29]5[N:28]([C:37]6[CH:42]=[C:41]([C:43]7[CH:48]=[CH:47][CH:46]=[CH:45][CH:44]=7)[CH:40]=[C:39]([C:49]7[CH:50]=[CH:51][CH:52]=[CH:53][CH:54]=7)[CH:38]=6)[C:27]6[C:35]([C:34]=5[CH:33]=4)=[CH:36][CH:24]=[CH:25][CH:26]=6)[C:14]4[C:19]([C:20]=3[CH:21]=[C:9]2[C:8]2[C:3]1=[CH:4][CH:5]=[CH:6][CH:7]=2)=[CH:18][CH:17]=[CH:16][CH:15]=4. The catalyst class is: 185. (2) Reactant: [CH2:1]([C:9]1[CH:14]=[CH:13][C:12]([CH:15]2[O:19][CH2:18][CH:17]([OH:20])[CH2:16]2)=[CH:11][CH:10]=1)[CH2:2][CH2:3][CH2:4][CH2:5][CH2:6][CH2:7][CH3:8].C1C=C[NH+]=CC=1.[O-][Cr](Cl)(=O)=O. Product: [CH2:1]([C:9]1[CH:10]=[CH:11][C:12]([CH:15]2[O:19][CH2:18][C:17](=[O:20])[CH2:16]2)=[CH:13][CH:14]=1)[CH2:2][CH2:3][CH2:4][CH2:5][CH2:6][CH2:7][CH3:8]. The catalyst class is: 4.